Dataset: Reaction yield outcomes from USPTO patents with 853,638 reactions. Task: Predict the reaction yield, written as a fraction of the theoretical maximum amount of product (1.0 means a 100% yield; for example, 0.34 means a 34% yield). (1) The reactants are [NH:1]([C:11]([O:13][C:14]([CH3:17])([CH3:16])[CH3:15])=[O:12])[C@H:2]([C:8]([OH:10])=[O:9])[CH2:3][CH2:4][CH2:5][CH2:6][NH2:7].C1COCC1.Cl[C:24]([O:26][CH2:27][C:28]#[CH:29])=[O:25]. The catalyst is [OH-].[Na+]. The product is [C:14]([O:13][C:11]([NH:1][C@@H:2]([CH2:3][CH2:4][CH2:5][CH2:6][NH:7][C:24]([O:26][CH2:27][C:28]#[CH:29])=[O:25])[C:8]([OH:10])=[O:9])=[O:12])([CH3:17])([CH3:16])[CH3:15]. The yield is 0.830. (2) The reactants are [F:1][C:2]([F:23])([F:22])[C:3]1[CH:4]=[C:5]([C:13](=O)[CH2:14][C:15](=O)[C:16]([F:19])([F:18])[F:17])[CH:6]=[CH:7][C:8]=1[C:9]([F:12])([F:11])[F:10].[NH2:24][C:25]1[C:29]([C:30]2[CH:35]=[CH:34][N:33]=[CH:32][CH:31]=2)=[CH:28][NH:27][N:26]=1. No catalyst specified. The product is [F:1][C:2]([F:23])([F:22])[C:3]1[CH:4]=[C:5]([C:13]2[CH:14]=[C:15]([C:16]([F:19])([F:18])[F:17])[N:26]3[N:27]=[CH:28][C:29]([C:30]4[CH:35]=[CH:34][N:33]=[CH:32][CH:31]=4)=[C:25]3[N:24]=2)[CH:6]=[CH:7][C:8]=1[C:9]([F:12])([F:11])[F:10]. The yield is 0.350.